Predict the reaction yield, written as a fraction of the theoretical maximum amount of product (1.0 means a 100% yield; for example, 0.34 means a 34% yield). From a dataset of Reaction yield outcomes from USPTO patents with 853,638 reactions. (1) The reactants are [CH3:1][O:2][C:3]([C:5]1([C:8]2[CH:13]=[CH:12][C:11]([O:14][CH2:15][CH2:16][C:17]([OH:19])=O)=[CH:10][CH:9]=2)[CH2:7][CH2:6]1)=[O:4].C(Cl)(=O)C(Cl)=O. The catalyst is C(Cl)Cl.CN(C=O)C. The product is [O:19]=[C:17]1[C:10]2[C:11](=[CH:12][CH:13]=[C:8]([C:5]3([C:3]([OH:2])=[O:4])[CH2:6][CH2:7]3)[CH:9]=2)[O:14][CH2:15][CH2:16]1.[O:19]=[C:17]1[C:10]2[C:11](=[CH:12][CH:13]=[C:8]([C:5]3([C:3]([O:2][CH3:1])=[O:4])[CH2:6][CH2:7]3)[CH:9]=2)[O:14][CH2:15][CH2:16]1. The yield is 0.190. (2) The reactants are [C:1]([C:5]1[CH:6]=[CH:7][C:8]([O:25][CH3:26])=[C:9]([NH:11][C:12]([NH:14][C:15]2[CH:20]=[CH:19][C:18]([CH3:21])=[CH:17][C:16]=2[N+:22]([O-])=O)=[O:13])[CH:10]=1)([CH3:4])([CH3:3])[CH3:2]. The catalyst is CCO.[Pd]. The product is [C:1]([C:5]1[CH:6]=[CH:7][C:8]([O:25][CH3:26])=[C:9]([NH:11][C:12]([NH:14][C:15]2[CH:20]=[CH:19][C:18]([CH3:21])=[CH:17][C:16]=2[NH2:22])=[O:13])[CH:10]=1)([CH3:4])([CH3:2])[CH3:3]. The yield is 0.940. (3) The reactants are Br[CH2:2][C:3]([C:5]1[CH:6]=[CH:7][C:8]2[C:17]3[CH:16]=[C:15]4[CH2:18][CH2:19][CH2:20][C:21](=[O:22])[C:14]4=[CH:13][C:12]=3[O:11][CH2:10][C:9]=2[CH:23]=1)=[O:4].[C:24]([O:28][C:29]([N:31]1[CH2:35][C@@H:34]([CH3:36])[CH2:33][C@H:32]1[C:37]([OH:39])=[O:38])=[O:30])([CH3:27])([CH3:26])[CH3:25].CCN(C(C)C)C(C)C. The catalyst is CCOC(C)=O. The product is [CH3:36][C@@H:34]1[CH2:35][N:31]([C:29]([O:28][C:24]([CH3:25])([CH3:27])[CH3:26])=[O:30])[C@H:32]([C:37]([O:39][CH2:2][C:3](=[O:4])[C:5]2[CH:6]=[CH:7][C:8]3[C:17]4[CH:16]=[C:15]5[CH2:18][CH2:19][CH2:20][C:21](=[O:22])[C:14]5=[CH:13][C:12]=4[O:11][CH2:10][C:9]=3[CH:23]=2)=[O:38])[CH2:33]1. The yield is 0.690. (4) The product is [F:26][C:27]1[CH:28]=[CH:29][C:30]([CH2:33][CH2:34][C:35]([NH:1][C:2]2[CH:3]=[C:4]([C:8]3[C:16]4[C:11](=[CH:12][CH:13]=[C:14]([C:17]([NH2:19])=[O:18])[CH:15]=4)[NH:10][N:9]=3)[CH:5]=[CH:6][CH:7]=2)=[O:36])=[CH:31][CH:32]=1. The yield is 0.0900. No catalyst specified. The reactants are [NH2:1][C:2]1[CH:3]=[C:4]([C:8]2[C:16]3[C:11](=[CH:12][CH:13]=[C:14]([C:17]([NH2:19])=[O:18])[CH:15]=3)[N:10](C3CCCCO3)[N:9]=2)[CH:5]=[CH:6][CH:7]=1.[F:26][C:27]1[CH:32]=[CH:31][C:30]([CH2:33][CH2:34][C:35](O)=[O:36])=[CH:29][CH:28]=1.CCN=C=NCCCN(C)C. (5) The reactants are C(OC([N:8]1[C:12]2[CH:13]=[CH:14][C:15]([Cl:17])=[CH:16][C:11]=2[N:10]=[C:9]1[C@@H:18]([NH:24][C:25](=[O:40])[C:26]1[CH:31]=[CH:30][C:29]([C:32]([N:34]2[CH2:38][CH2:37][CH2:36][CH2:35]2)=[O:33])=[C:28]([CH3:39])[CH:27]=1)[CH2:19][CH2:20][C:21]([OH:23])=O)=O)(C)(C)C.CN(C(ON1N=NC2C=CC=CC1=2)=[N+](C)C)C.[B-](F)(F)(F)F.C(N(C(C)C)CC)(C)C.[NH:72]1[CH2:78][CH2:77][CH2:76][C@@H:73]1[CH2:74][OH:75].FC(F)(F)C(O)=O.ClCl. The catalyst is C(#N)C.C(OCC)(=O)C.C(O)C. The product is [Cl:17][C:15]1[CH:14]=[CH:13][C:12]2[NH:8][C:9]([C@@H:18]([NH:24][C:25](=[O:40])[C:26]3[CH:31]=[CH:30][C:29]([C:32]([N:34]4[CH2:35][CH2:36][CH2:37][CH2:38]4)=[O:33])=[C:28]([CH3:39])[CH:27]=3)[CH2:19][CH2:20][C:21]([N:72]3[CH2:78][CH2:77][CH2:76][C@@H:73]3[CH2:74][OH:75])=[O:23])=[N:10][C:11]=2[CH:16]=1. The yield is 0.670. (6) The catalyst is CN(C=O)C.C1C=CC(/C=C/C(/C=C/C2C=CC=CC=2)=O)=CC=1.C1C=CC(/C=C/C(/C=C/C2C=CC=CC=2)=O)=CC=1.C1C=CC(/C=C/C(/C=C/C2C=CC=CC=2)=O)=CC=1.[Pd].[Pd]. The product is [C:63]1([C:69](=[N:70][C:2]2[CH:3]=[C:4]([NH:10][S:11]([CH3:14])(=[O:13])=[O:12])[C:5]([O:8][CH3:9])=[N:6][CH:7]=2)[C:71]2[CH:72]=[CH:73][CH:74]=[CH:75][CH:76]=2)[CH:68]=[CH:67][CH:66]=[CH:65][CH:64]=1. The yield is 0.390. The reactants are Br[C:2]1[CH:3]=[C:4]([NH:10][S:11]([CH3:14])(=[O:13])=[O:12])[C:5]([O:8][CH3:9])=[N:6][CH:7]=1.CC1(C)C2C(=C(P(C3C=CC=CC=3)C3C=CC=CC=3)C=CC=2)OC2C(P(C3C=CC=CC=3)C3C=CC=CC=3)=CC=CC1=2.CC([O-])(C)C.[Na+].[C:63]1([C:69]([C:71]2[CH:76]=[CH:75][CH:74]=[CH:73][CH:72]=2)=[NH:70])[CH:68]=[CH:67][CH:66]=[CH:65][CH:64]=1.